This data is from Full USPTO retrosynthesis dataset with 1.9M reactions from patents (1976-2016). The task is: Predict the reactants needed to synthesize the given product. (1) Given the product [F:17][C:18]([F:32])([F:33])[C:19]1[CH:20]=[C:21](/[CH:22]=[N:23]/[O:24][CH2:13][CH2:12][CH2:11][O:10][C:7]2[CH:8]=[CH:9][C:4]([C:3]([OH:2])=[O:16])=[C:5]([OH:15])[CH:6]=2)[CH:25]=[C:26]([C:28]([F:30])([F:31])[F:29])[CH:27]=1, predict the reactants needed to synthesize it. The reactants are: C[O:2][C:3](=[O:16])[C:4]1[CH:9]=[CH:8][C:7]([O:10][CH2:11][CH2:12][CH2:13]Br)=[CH:6][C:5]=1[OH:15].[F:17][C:18]([F:33])([F:32])[C:19]1[CH:20]=[C:21]([CH:25]=[C:26]([C:28]([F:31])([F:30])[F:29])[CH:27]=1)[CH:22]=[N:23][OH:24]. (2) Given the product [CH2:1]([O:8][C:9]1[C:18]([C:19]([NH:45][CH2:46][CH2:47][OH:48])=[O:21])=[C:17]2[C:12]([C:13](=[O:33])[C:14]([CH3:32])=[C:15]([CH:22]3[CH2:27][CH2:26][N:25]([C:28](=[O:31])[CH2:29][CH3:30])[CH2:24][CH2:23]3)[O:16]2)=[CH:11][CH:10]=1)[C:2]1[CH:7]=[CH:6][CH:5]=[CH:4][CH:3]=1, predict the reactants needed to synthesize it. The reactants are: [CH2:1]([O:8][C:9]1[C:18]([C:19]([OH:21])=O)=[C:17]2[C:12]([C:13](=[O:33])[C:14]([CH3:32])=[C:15]([CH:22]3[CH2:27][CH2:26][N:25]([C:28](=[O:31])[CH2:29][CH3:30])[CH2:24][CH2:23]3)[O:16]2)=[CH:11][CH:10]=1)[C:2]1[CH:7]=[CH:6][CH:5]=[CH:4][CH:3]=1.S(Cl)(Cl)=O.C(N(CC)CC)C.[NH2:45][CH2:46][CH2:47][OH:48]. (3) Given the product [CH3:1][Si:2]([CH2:5][CH2:6][O:7][CH2:8][O:10][C:11]1[CH:18]=[CH:17][C:14]([C:15]#[N:16])=[CH:13][CH:12]=1)([CH3:4])[CH3:3], predict the reactants needed to synthesize it. The reactants are: [CH3:1][Si:2]([CH2:5][CH2:6][O:7][CH2:8]Cl)([CH3:4])[CH3:3].[OH:10][C:11]1[CH:18]=[CH:17][C:14]([C:15]#[N:16])=[CH:13][CH:12]=1.CCN(CC)CC.CCOCC. (4) Given the product [CH:1]1([C:4]2[C:5]([O:21][C@@H:22]([CH3:27])[C:23]([F:25])([F:26])[F:24])=[CH:6][C:7]([C:10]([NH:12][CH:13]([C:17]([CH3:18])([CH3:19])[CH3:20])[C:14]([N:32]3[CH2:33][C:30]([F:34])([F:29])[CH2:31]3)=[O:16])=[O:11])=[N:8][CH:9]=2)[CH2:3][CH2:2]1, predict the reactants needed to synthesize it. The reactants are: [CH:1]1([C:4]2[C:5]([O:21][C@@H:22]([CH3:27])[C:23]([F:26])([F:25])[F:24])=[CH:6][C:7]([C:10]([NH:12][CH:13]([C:17]([CH3:20])([CH3:19])[CH3:18])[C:14]([OH:16])=O)=[O:11])=[N:8][CH:9]=2)[CH2:3][CH2:2]1.Cl.[F:29][C:30]1([F:34])[CH2:33][NH:32][CH2:31]1. (5) Given the product [F:1][C:2]1[CH:11]=[C:10]([C:12]2[N:17]=[C:16]3[N:18]([CH2:21][C:22]4[CH:23]=[C:24]5[C:29](=[CH:30][C:31]=4[F:32])[N:28]=[CH:27][CH:26]=[CH:25]5)[N:19]=[N:20][C:15]3=[CH:14][CH:13]=2)[CH:9]=[CH:8][C:3]=1[C:4]([OH:6])=[O:5], predict the reactants needed to synthesize it. The reactants are: [F:1][C:2]1[CH:11]=[C:10]([C:12]2[N:17]=[C:16]3[N:18]([CH2:21][C:22]4[CH:23]=[C:24]5[C:29](=[CH:30][C:31]=4[F:32])[N:28]=[CH:27][CH:26]=[CH:25]5)[N:19]=[N:20][C:15]3=[CH:14][CH:13]=2)[CH:9]=[CH:8][C:3]=1[C:4]([O:6]C)=[O:5].[OH-].[Li+].C1COCC1.Cl. (6) Given the product [F:1][C:2]1[CH:3]=[CH:4][C:5]2[N:10]=[C:9]([C:11]3[CH:25]=[CH:24][C:14]([C:15]([OH:17])=[O:16])=[CH:13][CH:12]=3)[CH2:8][O:7][C:6]=2[CH:26]=1.[F:1][C:2]1[CH:3]=[CH:4][C:5]2[N:10]=[C:9]([C:11]3[CH:25]=[CH:24][C:14]([C:15]([O:17][CH2:18][CH2:19][Si:20]([CH3:21])([CH3:22])[CH3:23])=[O:16])=[CH:13][CH:12]=3)[CH2:8][O:7][C:6]=2[CH:26]=1, predict the reactants needed to synthesize it. The reactants are: [F:1][C:2]1[CH:3]=[CH:4][C:5]2[N:10]=[C:9]([C:11]3[CH:25]=[CH:24][C:14]([C:15]([O:17][CH2:18][CH2:19][Si:20]([CH3:23])([CH3:22])[CH3:21])=[O:16])=[CH:13][CH:12]=3)[CH2:8][O:7][C:6]=2[CH:26]=1.NC1C=CC(F)=CC=1O.BrCC(C1C=CC(C(OCC[Si](C)(C)C)=O)=CC=1)=O. (7) Given the product [CH:6]([C:5]1[CH:8]=[CH:9][C:2]([O:1][CH2:11][C:12]([N:14]2[CH2:19][CH2:18][O:17][CH2:16][CH2:15]2)=[O:13])=[CH:3][CH:4]=1)=[O:7], predict the reactants needed to synthesize it. The reactants are: [OH:1][C:2]1[CH:9]=[CH:8][C:5]([CH:6]=[O:7])=[CH:4][CH:3]=1.Cl[CH2:11][C:12]([N:14]1[CH2:19][CH2:18][O:17][CH2:16][CH2:15]1)=[O:13].C(=O)([O-])[O-].[K+].[K+]. (8) Given the product [CH:24]1([NH:27][C:21]([C:17]2[S:16][C:15](/[CH:14]=[CH:13]/[C:12]3[C:8]([C:5]4[CH:4]=[CH:3][C:2]([F:1])=[CH:7][N:6]=4)=[N:9][O:10][CH:11]=3)=[N:19][C:18]=2[CH3:20])=[O:23])[CH2:26][CH2:25]1, predict the reactants needed to synthesize it. The reactants are: [F:1][C:2]1[CH:3]=[CH:4][C:5]([C:8]2[C:12](/[CH:13]=[CH:14]/[C:15]3[S:16][C:17]([C:21]([OH:23])=O)=[C:18]([CH3:20])[N:19]=3)=[CH:11][O:10][N:9]=2)=[N:6][CH:7]=1.[CH:24]1([NH2:27])[CH2:26][CH2:25]1. (9) The reactants are: [F:1][C:2]1[CH:3]=[CH:4][CH:5]=[C:6]2[C:11]=1[N:10]=[C:9]([C:12]([NH:14][C@H:15]1[CH2:20][CH2:19][O:18][CH2:17][C@@H:16]1[OH:21])=[O:13])[CH:8]=[C:7]2[CH2:22][C:23]1[CH:24]=[N:25][C:26]([O:29]C)=[CH:27][CH:28]=1.I[Si](C)(C)C. Given the product [F:1][C:2]1[CH:3]=[CH:4][CH:5]=[C:6]2[C:11]=1[N:10]=[C:9]([C:12]([NH:14][C@H:15]1[CH2:20][CH2:19][O:18][CH2:17][C@@H:16]1[OH:21])=[O:13])[CH:8]=[C:7]2[CH2:22][C:23]1[CH:24]=[N:25][C:26]([OH:29])=[CH:27][CH:28]=1, predict the reactants needed to synthesize it.